This data is from Reaction yield outcomes from USPTO patents with 853,638 reactions. The task is: Predict the reaction yield, written as a fraction of the theoretical maximum amount of product (1.0 means a 100% yield; for example, 0.34 means a 34% yield). (1) The reactants are [F:1][C:2]1[CH:19]=[C:18]([I:20])[CH:17]=[CH:16][C:3]=1[NH:4][C:5]1[C:6]([C:13]([OH:15])=O)=[CH:7][N:8]([CH3:12])[C:9](=[O:11])[CH:10]=1.C1N=CN(C(N2C=NC=C2)=O)C=1.[NH2:33][CH2:34][CH:35]([OH:38])[CH2:36][OH:37]. The catalyst is C1COCC1.CN(C=O)C. The product is [OH:38][CH:35]([CH2:36][OH:37])[CH2:34][NH:33][C:13]([C:6]1[C:5]([NH:4][C:3]2[CH:16]=[CH:17][C:18]([I:20])=[CH:19][C:2]=2[F:1])=[CH:10][C:9](=[O:11])[N:8]([CH3:12])[CH:7]=1)=[O:15]. The yield is 0.330. (2) The reactants are [Br:1][C:2]1[CH:3]=[CH:4][C:5]2[O:11][CH2:10][CH2:9][NH:8][CH:7]([CH3:12])[C:6]=2[CH:13]=1.CCN(CC)CC.[C:21](O[C:21]([O:23][C:24]([CH3:27])([CH3:26])[CH3:25])=[O:22])([O:23][C:24]([CH3:27])([CH3:26])[CH3:25])=[O:22]. The catalyst is C(Cl)Cl. The product is [Br:1][C:2]1[CH:3]=[CH:4][C:5]2[O:11][CH2:10][CH2:9][N:8]([C:21]([O:23][C:24]([CH3:27])([CH3:26])[CH3:25])=[O:22])[CH:7]([CH3:12])[C:6]=2[CH:13]=1. The yield is 0.850. (3) The reactants are [Cl-].O[NH3+:3].[C:4](=[O:7])([O-])[OH:5].[Na+].CS(C)=O.[F:13][C:14]1[CH:15]=[C:16]([C:41]2[C:42]([C:47]#[N:48])=[CH:43][CH:44]=[CH:45][CH:46]=2)[CH:17]=[CH:18][C:19]=1[CH2:20][C:21]1[C:22](=[O:40])[N:23]([CH:34]2[CH2:39][CH2:38][S:37][CH2:36][CH2:35]2)[C:24]2[N:25]([N:30]=[C:31]([CH3:33])[N:32]=2)[C:26]=1[CH2:27][CH2:28][CH3:29]. The catalyst is C(OCC)(=O)C. The product is [F:13][C:14]1[CH:15]=[C:16]([C:41]2[CH:46]=[CH:45][CH:44]=[CH:43][C:42]=2[C:47]2[NH:3][C:4](=[O:7])[O:5][N:48]=2)[CH:17]=[CH:18][C:19]=1[CH2:20][C:21]1[C:22](=[O:40])[N:23]([CH:34]2[CH2:35][CH2:36][S:37][CH2:38][CH2:39]2)[C:24]2[N:25]([N:30]=[C:31]([CH3:33])[N:32]=2)[C:26]=1[CH2:27][CH2:28][CH3:29]. The yield is 0.680.